Predict the reactants needed to synthesize the given product. From a dataset of Full USPTO retrosynthesis dataset with 1.9M reactions from patents (1976-2016). (1) The reactants are: C([O:3][CH:4](OCC)[C:5]1[O:6][C:7]2[CH:13]=[C:12]([C:14]([O:16][CH3:17])=[O:15])[CH:11]=[CH:10][C:8]=2[CH:9]=1)C.C(O)=O. Given the product [CH:4]([C:5]1[O:6][C:7]2[CH:13]=[C:12]([C:14]([O:16][CH3:17])=[O:15])[CH:11]=[CH:10][C:8]=2[CH:9]=1)=[O:3], predict the reactants needed to synthesize it. (2) Given the product [CH:38]1([C:36]([NH:35][C:33]2[N:34]=[C:29]3[CH:28]=[CH:27][C:26]([O:25][C:24]4[CH:41]=[CH:42][C:43]([CH3:44])=[C:22]([NH:21][C:7]([C:6]5[O:5][CH:4]=[N:3][C:2]=5[CH3:1])=[O:9])[CH:23]=4)=[N:31][N:30]3[CH:32]=2)=[O:37])[CH2:39][CH2:40]1, predict the reactants needed to synthesize it. The reactants are: [CH3:1][C:2]1[N:3]=[CH:4][O:5][C:6]=1[C:7]([OH:9])=O.O1CCCC1.C(Cl)(=O)C(Cl)=O.[NH2:21][C:22]1[CH:23]=[C:24]([CH:41]=[CH:42][C:43]=1[CH3:44])[O:25][C:26]1[CH:27]=[CH:28][C:29]2[N:30]([CH:32]=[C:33]([NH:35][C:36]([CH:38]3[CH2:40][CH2:39]3)=[O:37])[N:34]=2)[N:31]=1.